This data is from Forward reaction prediction with 1.9M reactions from USPTO patents (1976-2016). The task is: Predict the product of the given reaction. (1) Given the reactants C([O:3][C:4]([C:6]1[CH:18]=[CH:17][C:9]([O:10][C:11]2[CH:16]=[CH:15][CH:14]=[CH:13][N:12]=2)=[CH:8][CH:7]=1)=[O:5])C.[OH-].[Na+], predict the reaction product. The product is: [N:12]1[CH:13]=[CH:14][CH:15]=[CH:16][C:11]=1[O:10][C:9]1[CH:17]=[CH:18][C:6]([C:4]([OH:5])=[O:3])=[CH:7][CH:8]=1. (2) Given the reactants [CH2:1]([O:8][C:9]1[CH:17]=[CH:16][CH:15]=[C:14]2[C:10]=1[CH:11]=[CH:12][NH:13]2)[C:2]1[CH:7]=[CH:6][CH:5]=[CH:4][CH:3]=1.Br[C:19]1[CH:24]=[CH:23][C:22]([O:25][CH2:26][C:27]2[CH:32]=[CH:31][CH:30]=[CH:29][CH:28]=2)=[C:21]([F:33])[CH:20]=1.P([O-])([O-])([O-])=O.[K+].[K+].[K+].CN[C@H]1CCCC[C@@H]1NC, predict the reaction product. The product is: [F:33][C:21]1[CH:20]=[C:19]([N:13]2[C:14]3[C:10](=[C:9]([O:8][CH2:1][C:2]4[CH:3]=[CH:4][CH:5]=[CH:6][CH:7]=4)[CH:17]=[CH:16][CH:15]=3)[CH:11]=[CH:12]2)[CH:24]=[CH:23][C:22]=1[O:25][CH2:26][C:27]1[CH:32]=[CH:31][CH:30]=[CH:29][CH:28]=1. (3) Given the reactants Br[C:2]1[CH:3]=[CH:4][C:5]([C:8]#[C:9][C:10]2[CH:23]=[CH:22][C:13]([O:14][CH2:15][CH2:16][N:17]([CH2:20][CH3:21])[CH2:18][CH3:19])=[CH:12][CH:11]=2)=[N:6][CH:7]=1.[CH3:24][O:25][C:26]1[CH:31]=[CH:30][C:29](OB(O)O)=[CH:28][CH:27]=1.C([O-])([O-])=O.[Na+].[Na+], predict the reaction product. The product is: [CH2:18]([N:17]([CH2:20][CH3:21])[CH2:16][CH2:15][O:14][C:13]1[CH:22]=[CH:23][C:10]([C:9]#[C:8][C:5]2[CH:4]=[CH:3][C:2]([C:29]3[CH:30]=[CH:31][C:26]([O:25][CH3:24])=[CH:27][CH:28]=3)=[CH:7][N:6]=2)=[CH:11][CH:12]=1)[CH3:19]. (4) Given the reactants [C:1]([C:4]1[CH:9]=[CH:8][C:7]([B:10]2[O:18][C:15]([CH3:17])([CH3:16])[C:12]([CH3:14])([CH3:13])[O:11]2)=[CH:6][CH:5]=1)([OH:3])=O.[CH:19]1([NH2:22])[CH2:21][CH2:20]1.C(N(CC)CC)C.CN(C(ON1N=NC2C=CC=NC1=2)=[N+](C)C)C.F[P-](F)(F)(F)(F)F, predict the reaction product. The product is: [CH:19]1([NH:22][C:1]([C:4]2[CH:9]=[CH:8][C:7]([B:10]3[O:18][C:15]([CH3:17])([CH3:16])[C:12]([CH3:14])([CH3:13])[O:11]3)=[CH:6][CH:5]=2)=[O:3])[CH2:21][CH2:20]1. (5) Given the reactants C(O[C@@H]([C@H](OC(=O)C1C=CC=CC=1)C(O)=O)C(O)=O)(=O)C1C=CC=CC=1.[CH3:27][O:28][C:29]1[N:34]=[C:33](/[CH:35]=[CH:36]/[C:37]2[N:55]=[C:40]3[C@H:41]([C:45]4[CH:50]=[CH:49][CH:48]=[CH:47][C:46]=4[C:51]([F:54])([F:53])[F:52])[CH2:42][CH2:43][CH2:44][N:39]3[N:38]=2)[CH:32]=[CH:31][C:30]=1[N:56]1[CH:60]=[C:59]([CH3:61])[N:58]=[CH:57]1.Cl, predict the reaction product. The product is: [CH3:27][O:28][C:29]1[N:34]=[C:33](/[CH:35]=[CH:36]/[C:37]2[N:55]=[C:40]3[C@H:41]([C:45]4[CH:50]=[CH:49][CH:48]=[CH:47][C:46]=4[C:51]([F:54])([F:53])[F:52])[CH2:42][CH2:43][CH2:44][N:39]3[N:38]=2)[CH:32]=[CH:31][C:30]=1[N:56]1[CH:60]=[C:59]([CH3:61])[N:58]=[CH:57]1. (6) Given the reactants [F:1][C:2]1[CH:7]=[CH:6][C:5]([F:8])=[CH:4][C:3]=1[C@H:9]1[CH2:13][CH2:12][CH2:11][N:10]1[C:14]1[CH:19]=[CH:18][N:17]2[N:20]=[CH:21][C:22](/[CH:23]=[CH:24]/[C:25]([N:27]3[CH2:32][CH2:31][NH:30][CH2:29][CH2:28]3)=[O:26])=[C:16]2[N:15]=1.C=O.[C:35]([BH3-])#N.[Na+].[OH-].[Na+], predict the reaction product. The product is: [F:1][C:2]1[CH:7]=[CH:6][C:5]([F:8])=[CH:4][C:3]=1[C@H:9]1[CH2:13][CH2:12][CH2:11][N:10]1[C:14]1[CH:19]=[CH:18][N:17]2[N:20]=[CH:21][C:22](/[CH:23]=[CH:24]/[C:25]([N:27]3[CH2:28][CH2:29][N:30]([CH3:35])[CH2:31][CH2:32]3)=[O:26])=[C:16]2[N:15]=1. (7) Given the reactants [CH2:1]([C:3]1[C:11]2[C:10](=O)[NH:9][CH:8]=[N:7][C:6]=2[S:5][CH:4]=1)[CH3:2].P(Cl)(Cl)(Cl)(Cl)[Cl:14], predict the reaction product. The product is: [Cl:14][C:10]1[C:11]2[C:3]([CH2:1][CH3:2])=[CH:4][S:5][C:6]=2[N:7]=[CH:8][N:9]=1.